Dataset: Reaction yield outcomes from USPTO patents with 853,638 reactions. Task: Predict the reaction yield, written as a fraction of the theoretical maximum amount of product (1.0 means a 100% yield; for example, 0.34 means a 34% yield). The reactants are N[C:2]1[CH:6]=[CH:5][NH:4]N=1.C[O:8][C:9](=O)[C:10]1[CH:15]=[CH:14][C:13]([O:16][CH3:17])=[CH:12][CH:11]=1.[H-].[Na+].C(#N)CC. No catalyst specified. The product is [CH3:17][O:16][C:13]1[CH:14]=[CH:15][C:10]([C:9](=[O:8])[CH:6]([CH3:2])[C:5]#[N:4])=[CH:11][CH:12]=1. The yield is 0.620.